This data is from Aqueous solubility values for 9,982 compounds from the AqSolDB database. The task is: Regression/Classification. Given a drug SMILES string, predict its absorption, distribution, metabolism, or excretion properties. Task type varies by dataset: regression for continuous measurements (e.g., permeability, clearance, half-life) or binary classification for categorical outcomes (e.g., BBB penetration, CYP inhibition). For this dataset (solubility_aqsoldb), we predict Y. (1) The molecule is CN1C(C(=O)Nc2ccccn2)=C(O)c2ccccc2S1(=O)=O. The Y is -4.50 log mol/L. (2) The molecule is COc1cc(NC(=O)c2cc3ccccc3cc2O)c(OC)cc1Cl. The Y is -5.06 log mol/L. (3) The drug is O=S(=O)([O-])c1cc(N=Nc2ccc3c(S(=O)(=O)[O-])cccc3c2S(=O)(=O)[O-])c2c(O)c(Nc3nc(Cl)nc(Nc4ccc(Nc5nc(Cl)nc(Nc6c(S(=O)(=O)[O-])cc7cc(S(=O)(=O)[O-])cc(N=Nc8ccc9c(S(=O)(=O)[O-])cccc9c8S(=O)(=O)[O-])c7c6O)n5)cc4)n3)c(S(=O)(=O)[O-])cc2c1.[Na+].[Na+].[Na+].[Na+].[Na+].[Na+].[Na+].[Na+]. The Y is -0.635 log mol/L.